Dataset: Forward reaction prediction with 1.9M reactions from USPTO patents (1976-2016). Task: Predict the product of the given reaction. (1) Given the reactants [O-2].[O-2].[Ti+4:3].[S:4](=[O:8])(=[O:7])([OH:6])[OH:5], predict the reaction product. The product is: [S:4]([O-:8])([O-:7])(=[O:6])=[O:5].[Ti+4:3].[S:4]([O-:8])([O-:7])(=[O:6])=[O:5]. (2) Given the reactants [C:1]([C:5]1[CH:6]=[C:7]2[N:16]=[CH:15][C:14]3[CH:13]=[C:12]([C:17]4[CH:22]=[CH:21][CH:20]=[CH:19][CH:18]=4)[C:11](=O)[NH:10][C:9]=3[N:8]2[N:24]=1)([CH3:4])([CH3:3])[CH3:2].S(Cl)([Cl:27])=O.CN(C=O)C, predict the reaction product. The product is: [Cl:27][C:11]1[N:10]=[C:9]2[C:14]([CH:15]=[N:16][C:7]3[N:8]2[N:24]=[C:5]([C:1]([CH3:4])([CH3:3])[CH3:2])[CH:6]=3)=[CH:13][C:12]=1[C:17]1[CH:22]=[CH:21][CH:20]=[CH:19][CH:18]=1. (3) Given the reactants [CH:1]1([NH2:4])[CH2:3][CH2:2]1.Cl[S:6]([C:9]1[CH:14]=[CH:13][C:12]([CH2:15][C:16]([OH:18])=[O:17])=[CH:11][CH:10]=1)(=[O:8])=[O:7], predict the reaction product. The product is: [CH:1]1([NH:4][S:6]([C:9]2[CH:10]=[CH:11][C:12]([CH2:15][C:16]([OH:18])=[O:17])=[CH:13][CH:14]=2)(=[O:8])=[O:7])[CH2:3][CH2:2]1. (4) Given the reactants [C:1]([O:5][C:6](=[O:20])[NH:7][C:8]([C:12]1[CH:17]=[C:16](F)[CH:15]=C(F)C=1)(C)[CH:9]=[O:10])([CH3:4])([CH3:3])[CH3:2].C(OC([NH:28][C:29]1([C:36](OC)=O)[CH2:35][CH2:34][CH2:33][CH2:32][CH2:31][CH2:30]1)=O)(C)(C)C, predict the reaction product. The product is: [O:10]=[C:9]1[C:8]2([CH2:12][CH2:17][CH2:16][CH2:15]2)[N:7]([C:6]([O:5][C:1]([CH3:2])([CH3:3])[CH3:4])=[O:20])[CH2:36][C:29]2([CH2:35][CH2:34][CH2:33][CH2:32][CH2:31][CH2:30]2)[NH:28]1. (5) Given the reactants [F:1][C:2]1[C:7]([C:8]#[N:9])=[CH:6][CH:5]=[CH:4][C:3]=1[OH:10].ClC1C=C(C=C(O[C:21]2[C:26](=[O:27])[NH:25][CH:24]=[N:23][C:22]=2[C:28]([F:31])([F:30])[F:29])C=1)C#N, predict the reaction product. The product is: [F:1][C:2]1[C:3]([O:10][C:21]2[C:26](=[O:27])[NH:25][CH:24]=[N:23][C:22]=2[C:28]([F:31])([F:30])[F:29])=[CH:4][CH:5]=[CH:6][C:7]=1[C:8]#[N:9]. (6) Given the reactants [CH2:1]([O:3][C:4](=[O:62])[CH2:5][N:6]([C:8](=[O:61])[C@@H:9]([NH:25][C:26](=[O:60])[C@@H:27]([NH:52]C(OC(C)(C)C)=O)[CH2:28][CH2:29][CH2:30][NH:31]/[C:32](/[NH2:51])=[N:33]\[S:34]([C:37]1[C:38]([CH3:50])=[C:39]([CH3:49])[C:40]2[O:44][C:43]([CH3:46])([CH3:45])[CH2:42][C:41]=2[C:47]=1[CH3:48])(=[O:36])=[O:35])[CH2:10][N:11]([CH3:24])[S:12]([C:15]1[CH:20]=[CH:19][CH:18]=[CH:17][C:16]=1[N+:21]([O-:23])=[O:22])(=[O:14])=[O:13])[CH3:7])[CH3:2].Cl, predict the reaction product. The product is: [CH2:1]([O:3][C:4](=[O:62])[CH2:5][N:6]([C:8](=[O:61])[C@@H:9]([NH:25][C:26](=[O:60])[C@@H:27]([NH2:52])[CH2:28][CH2:29][CH2:30][NH:31]/[C:32](/[NH2:51])=[N:33]\[S:34]([C:37]1[C:38]([CH3:50])=[C:39]([CH3:49])[C:40]2[O:44][C:43]([CH3:45])([CH3:46])[CH2:42][C:41]=2[C:47]=1[CH3:48])(=[O:35])=[O:36])[CH2:10][N:11]([CH3:24])[S:12]([C:15]1[CH:20]=[CH:19][CH:18]=[CH:17][C:16]=1[N+:21]([O-:23])=[O:22])(=[O:14])=[O:13])[CH3:7])[CH3:2]. (7) Given the reactants Cl[C:2]1[N:7]([C:8]2[CH:13]=[CH:12][CH:11]=[C:10]([C:14]([F:17])([F:16])[F:15])[CH:9]=2)[C:6](=[O:18])[N:5]([CH3:19])[C:4](=[O:20])[CH:3]=1.Cl.O1CC[CH2:24][CH2:23]1, predict the reaction product. The product is: [CH2:23]([C:2]1[N:7]([C:8]2[CH:13]=[CH:12][CH:11]=[C:10]([C:14]([F:17])([F:16])[F:15])[CH:9]=2)[C:6](=[O:18])[N:5]([CH3:19])[C:4](=[O:20])[CH:3]=1)[CH3:24].